From a dataset of Full USPTO retrosynthesis dataset with 1.9M reactions from patents (1976-2016). Predict the reactants needed to synthesize the given product. (1) Given the product [NH2:1][C:2]1[C:3]2[N:4]([C:8]([C@@H:30]3[CH2:34][CH2:33][CH2:32][N:31]3[C:35](=[O:39])[C:36]#[C:37][CH3:38])=[N:9][C:10]=2[C:11]2[CH:29]=[CH:28][C:14]([C:15]([NH:17][C:18]3[CH:23]=[C:22]([C:24]([F:25])([F:27])[F:26])[CH:21]=[CH:20][N:19]=3)=[O:16])=[CH:13][CH:12]=2)[CH:5]=[CH:6][N:7]=1, predict the reactants needed to synthesize it. The reactants are: [NH2:1][C:2]1[C:3]2[N:4]([C:8]([C@@H:30]3[CH2:34][CH2:33][CH2:32][NH:31]3)=[N:9][C:10]=2[C:11]2[CH:29]=[CH:28][C:14]([C:15]([NH:17][C:18]3[CH:23]=[C:22]([C:24]([F:27])([F:26])[F:25])[CH:21]=[CH:20][N:19]=3)=[O:16])=[CH:13][CH:12]=2)[CH:5]=[CH:6][N:7]=1.[C:35](O)(=[O:39])[C:36]#[C:37][CH3:38]. (2) Given the product [NH2:10][C@H:7]1[CH2:8][CH2:9][N:5]([CH2:4][CH2:3][O:2][CH3:1])[C:6]1=[O:18], predict the reactants needed to synthesize it. The reactants are: [CH3:1][O:2][CH2:3][CH2:4][N:5]1[CH2:9][CH2:8][C@H:7]([NH:10]C(=O)OC(C)(C)C)[C:6]1=[O:18]. (3) Given the product [CH3:1][O:2][C:3]1[CH:4]=[C:5]([C:9]2[CH:17]=[C:16]3[C:12]([C:13](=[CH:29][C:28]4[NH:27][CH:26]=[C:25]5[C:20](=[O:19])[O:21][CH2:22][CH2:23][C:24]=45)[C:14](=[O:18])[NH:15]3)=[CH:11][CH:10]=2)[CH:6]=[CH:7][CH:8]=1, predict the reactants needed to synthesize it. The reactants are: [CH3:1][O:2][C:3]1[CH:4]=[C:5]([C:9]2[CH:17]=[C:16]3[C:12]([CH2:13][C:14](=[O:18])[NH:15]3)=[CH:11][CH:10]=2)[CH:6]=[CH:7][CH:8]=1.[O:19]=[C:20]1[C:25]2=[CH:26][NH:27][C:28]([CH:29]=O)=[C:24]2[CH2:23][CH2:22][O:21]1. (4) Given the product [NH:1]1[C:5]2[CH:6]=[CH:7][CH:8]=[CH:9][C:4]=2[N:3]=[C:2]1[C:10]([C:12]1[CH:17]=[CH:16][C:15]([O:18][C:19]2[C:24]([C:36]3[CH2:37][CH2:38][CH:33]([O:32][CH3:31])[CH2:34][CH:35]=3)=[N:23][CH:22]=[CH:21][N:20]=2)=[CH:14][CH:13]=1)=[O:11], predict the reactants needed to synthesize it. The reactants are: [NH:1]1[C:5]2[CH:6]=[CH:7][CH:8]=[CH:9][C:4]=2[N:3]=[C:2]1[C:10]([C:12]1[CH:17]=[CH:16][C:15]([O:18][C:19]2[C:24](Cl)=[N:23][CH:22]=[CH:21][N:20]=2)=[CH:14][CH:13]=1)=[O:11].C([O-])(=O)C.[K+].[CH3:31][O:32][CH:33]1[CH2:38][CH2:37][C:36](B2OC(C)(C)C(C)(C)O2)=[CH:35][CH2:34]1.O. (5) Given the product [CH3:1][N:2]1[CH2:15][CH2:14][C:5]2[N:6]([CH:22]3[CH2:21][CH2:20][CH2:19][CH2:18][CH:23]3[OH:24])[C:7]3[CH:8]=[CH:9][C:10]([CH3:13])=[CH:11][C:12]=3[C:4]=2[CH2:3]1, predict the reactants needed to synthesize it. The reactants are: [CH3:1][N:2]1[CH2:15][CH2:14][C:5]2[NH:6][C:7]3[CH:8]=[CH:9][C:10]([CH3:13])=[CH:11][C:12]=3[C:4]=2[CH2:3]1.[H-].[Na+].[CH:18]12[O:24][CH:23]1[CH2:22][CH2:21][CH2:20][CH2:19]2. (6) The reactants are: [N:1]1[CH:6]=[CH:5][C:4]([C:7]2[S:11][C:10]([C:12]([OH:14])=O)=[CH:9][CH:8]=2)=[CH:3][CH:2]=1.[CH3:15][C:16]1[CH:17]=[C:18]([CH2:22][NH2:23])[CH:19]=[CH:20][CH:21]=1. Given the product [CH3:15][C:16]1[CH:17]=[C:18]([CH:19]=[CH:20][CH:21]=1)[CH2:22][NH:23][C:12]([C:10]1[S:11][C:7]([C:4]2[CH:3]=[CH:2][N:1]=[CH:6][CH:5]=2)=[CH:8][CH:9]=1)=[O:14], predict the reactants needed to synthesize it. (7) Given the product [Cl:30][C:24]1[CH:23]=[C:22]([C:19]2[CH:20]=[CH:21][N:17]([CH2:16][C@@H:15]([NH:14][C:11]([C:8]3[CH:7]=[C:6]([CH:2]([OH:1])[CH:3]([CH3:4])[CH3:5])[O:10][N:9]=3)=[O:13])[CH3:31])[N:18]=2)[CH:29]=[CH:28][C:25]=1[C:26]#[N:27], predict the reactants needed to synthesize it. The reactants are: [OH:1][CH:2]([C:6]1[O:10][N:9]=[C:8]([C:11]([OH:13])=O)[CH:7]=1)[CH:3]([CH3:5])[CH3:4].[NH2:14][C@@H:15]([CH3:31])[CH2:16][N:17]1[CH:21]=[CH:20][C:19]([C:22]2[CH:29]=[CH:28][C:25]([C:26]#[N:27])=[C:24]([Cl:30])[CH:23]=2)=[N:18]1.C(Cl)Cl.CN(C=O)C. (8) Given the product [CH:1]1[CH:2]=[CH:3][C:4]([CH:7]([N:15]2[CH2:20][CH2:19][N:18]([CH2:21][CH2:22][O:23][CH2:24][C:25]([OH:27])=[O:26])[CH2:17][CH2:16]2)[C:8]2[CH:9]=[CH:10][C:11]([Cl:14])=[CH:12][CH:13]=2)=[CH:5][CH:6]=1, predict the reactants needed to synthesize it. The reactants are: [CH:1]1[CH:2]=[CH:3][C:4]([CH:7]([N:15]2[CH2:20][CH2:19][N:18]([CH2:21][CH2:22][O:23][CH2:24][C:25]([OH:27])=[O:26])[CH2:17][CH2:16]2)[C:8]2[CH:9]=[CH:10][C:11]([Cl:14])=[CH:12][CH:13]=2)=[CH:5][CH:6]=1.Cl.Cl.ClCC([O-])=O.[Na+].[OH-].[K+]. (9) Given the product [Cl:1][C:2]1[CH:10]=[C:9]2[C:5]([C:6]([CH2:17][C:18]3[CH:19]=[C:20]([CH:25]=[CH:26][CH:27]=3)[C:21]([O:23][CH3:24])=[O:22])=[C:7]([C:11]3[CH:12]=[CH:13][CH:14]=[CH:15][CH:16]=3)[N:8]2[CH3:30])=[CH:4][CH:3]=1, predict the reactants needed to synthesize it. The reactants are: [Cl:1][C:2]1[CH:10]=[C:9]2[C:5]([C:6]([CH2:17][C:18]3[CH:19]=[C:20]([CH:25]=[CH:26][CH:27]=3)[C:21]([O:23][CH3:24])=[O:22])=[C:7]([C:11]3[CH:16]=[CH:15][CH:14]=[CH:13][CH:12]=3)[NH:8]2)=[CH:4][CH:3]=1.[H-].[Na+].[CH3:30]I.O.